Task: Predict the product of the given reaction.. Dataset: Forward reaction prediction with 1.9M reactions from USPTO patents (1976-2016) (1) Given the reactants C(O)CC.[C:5]([O:9][C:10]([NH:12][C@H:13]1[CH2:18][CH2:17][C@H:16]([C:19]([C:22]2[S:26][CH:25]=[C:24]([C:27]([O:29][CH3:30])=[O:28])[C:23]=2[CH3:31])=[CH:20][CH3:21])[CH2:15][CH2:14]1)=[O:11])([CH3:8])([CH3:7])[CH3:6], predict the reaction product. The product is: [C:5]([O:9][C:10]([NH:12][C@H:13]1[CH2:14][CH2:15][C@H:16]([CH:19]([C:22]2[S:26][CH:25]=[C:24]([C:27]([O:29][CH3:30])=[O:28])[C:23]=2[CH3:31])[CH2:20][CH3:21])[CH2:17][CH2:18]1)=[O:11])([CH3:8])([CH3:7])[CH3:6]. (2) Given the reactants [CH3:1][O:2][C:3]1[CH:17]=[CH:16][C:6]2[NH:7][C:8]([CH:10]3[O:15][CH2:14][CH2:13][NH:12][CH2:11]3)=[N:9][C:5]=2[CH:4]=1.CCN(C(C)C)C(C)C.[Cl:27][C:28]1[CH:33]=[C:32](Cl)[N:31]=[C:30]([NH2:35])[N:29]=1, predict the reaction product. The product is: [Cl:27][C:28]1[CH:33]=[C:32]([N:12]2[CH2:13][CH2:14][O:15][CH:10]([C:8]3[NH:7][C:6]4[CH:16]=[CH:17][C:3]([O:2][CH3:1])=[CH:4][C:5]=4[N:9]=3)[CH2:11]2)[N:31]=[C:30]([NH2:35])[N:29]=1. (3) Given the reactants [C:1]1([C:18]2[CH:23]=[CH:22][CH:21]=[CH:20][CH:19]=2)[CH:6]=[CH:5][C:4]([S:7]([C:10]2[N:11]=[N:12][C:13]([O:16]C)=[CH:14][CH:15]=2)(=[O:9])=[O:8])=[CH:3][CH:2]=1.Cl, predict the reaction product. The product is: [C:1]1([C:18]2[CH:19]=[CH:20][CH:21]=[CH:22][CH:23]=2)[CH:2]=[CH:3][C:4]([S:7]([C:10]2[CH:15]=[CH:14][C:13](=[O:16])[NH:12][N:11]=2)(=[O:9])=[O:8])=[CH:5][CH:6]=1. (4) The product is: [Cl:32][C:27]1[CH:28]=[CH:29][CH:30]=[CH:31][C:26]=1[CH2:25][O:24][C:10]1[C:11]([O:15][CH2:16][C:17]2[CH:22]=[CH:21][CH:20]=[CH:19][C:18]=2[Cl:23])=[CH:12][CH:13]=[CH:14][C:9]=1[CH:5]([NH:4][C:1](=[O:3])[CH2:2][O:51][CH3:50])[C:6]([OH:8])=[O:7]. Given the reactants [C:1]([NH:4][CH:5]([C:9]1[CH:14]=[CH:13][CH:12]=[C:11]([O:15][CH2:16][C:17]2[CH:22]=[CH:21][CH:20]=[CH:19][C:18]=2[Cl:23])[C:10]=1[O:24][CH2:25][C:26]1[CH:31]=[CH:30][CH:29]=[CH:28][C:27]=1[Cl:32])[C:6]([OH:8])=[O:7])(=[O:3])[CH3:2].C(N(CC)CC)C.C1C=NC2N(O)N=NC=2C=1.[CH3:50][O:51]CC(O)=O.CCN=C=NCCCN(C)C, predict the reaction product. (5) Given the reactants [NH2:1][C:2]1[C:3]([CH3:9])=[N:4][CH:5]=[CH:6][C:7]=1[CH3:8].[Br:10]Br, predict the reaction product. The product is: [Br:10][C:5]1[N:4]=[C:3]([CH3:9])[C:2]([NH2:1])=[C:7]([CH3:8])[CH:6]=1. (6) Given the reactants [Br:1][C:2]1[CH:7]=[CH:6][N:5]=[C:4]([CH3:8])[CH:3]=1.[CH3:9][OH:10], predict the reaction product. The product is: [Br:1][C:2]1[CH:3]=[C:4]([CH3:8])[N:5]=[C:6]([CH2:9][OH:10])[CH:7]=1. (7) The product is: [F:1][C:2]1[CH:3]=[CH:4][C:5]([C:8]2[O:9][C:10]3[CH:20]=[CH:19][C:18]([C:21]4[CH:22]=[C:23]([C:24](=[O:26])[NH:40][C:37]5([C:35]6[S:36][C:32]([CH3:31])=[CH:33][N:34]=6)[CH2:39][CH2:38]5)[CH:27]=[CH:28][C:29]=4[CH3:30])=[CH:17][C:11]=3[C:12]=2[C:13]([NH:14][CH3:15])=[O:16])=[CH:6][CH:7]=1. Given the reactants [F:1][C:2]1[CH:7]=[CH:6][C:5]([C:8]2[O:9][C:10]3[CH:20]=[CH:19][C:18]([C:21]4[CH:22]=[C:23]([CH:27]=[CH:28][C:29]=4[CH3:30])[C:24]([OH:26])=O)=[CH:17][C:11]=3[C:12]=2[C:13](=[O:16])[NH:14][CH3:15])=[CH:4][CH:3]=1.[CH3:31][C:32]1[S:36][C:35]([C:37]2([NH2:40])[CH2:39][CH2:38]2)=[N:34][CH:33]=1.CCN=C=NCCCN(C)C.Cl.C1C=CC2N(O)N=NC=2C=1, predict the reaction product.